The task is: Regression. Given two drug SMILES strings and cell line genomic features, predict the synergy score measuring deviation from expected non-interaction effect.. This data is from NCI-60 drug combinations with 297,098 pairs across 59 cell lines. (1) Drug 1: C1CC(C1)(C(=O)O)C(=O)O.[NH2-].[NH2-].[Pt+2]. Drug 2: CC(C)CN1C=NC2=C1C3=CC=CC=C3N=C2N. Cell line: SK-MEL-2. Synergy scores: CSS=11.3, Synergy_ZIP=1.14, Synergy_Bliss=-0.496, Synergy_Loewe=-3.43, Synergy_HSA=-3.18. (2) Drug 1: CCN(CC)CCCC(C)NC1=C2C=C(C=CC2=NC3=C1C=CC(=C3)Cl)OC. Drug 2: C1CN(P(=O)(OC1)NCCCl)CCCl. Cell line: SK-MEL-28. Synergy scores: CSS=3.08, Synergy_ZIP=-2.59, Synergy_Bliss=-3.83, Synergy_Loewe=-6.02, Synergy_HSA=-3.87.